This data is from NCI-60 drug combinations with 297,098 pairs across 59 cell lines. The task is: Regression. Given two drug SMILES strings and cell line genomic features, predict the synergy score measuring deviation from expected non-interaction effect. (1) Drug 1: CC1C(C(CC(O1)OC2CC(CC3=C2C(=C4C(=C3O)C(=O)C5=C(C4=O)C(=CC=C5)OC)O)(C(=O)C)O)N)O.Cl. Drug 2: C1=C(C(=O)NC(=O)N1)F. Cell line: TK-10. Synergy scores: CSS=36.9, Synergy_ZIP=-0.490, Synergy_Bliss=1.60, Synergy_Loewe=5.73, Synergy_HSA=6.12. (2) Drug 1: C1=CC=C(C=C1)NC(=O)CCCCCCC(=O)NO. Drug 2: CCC1(CC2CC(C3=C(CCN(C2)C1)C4=CC=CC=C4N3)(C5=C(C=C6C(=C5)C78CCN9C7C(C=CC9)(C(C(C8N6C)(C(=O)OC)O)OC(=O)C)CC)OC)C(=O)OC)O.OS(=O)(=O)O. Cell line: SNB-75. Synergy scores: CSS=0.0285, Synergy_ZIP=0.881, Synergy_Bliss=1.28, Synergy_Loewe=0.449, Synergy_HSA=0.270. (3) Drug 1: CCC1=CC2CC(C3=C(CN(C2)C1)C4=CC=CC=C4N3)(C5=C(C=C6C(=C5)C78CCN9C7C(C=CC9)(C(C(C8N6C)(C(=O)OC)O)OC(=O)C)CC)OC)C(=O)OC. Drug 2: C1=CC(=C(C=C1I)F)NC2=C(C=CC(=C2F)F)C(=O)NOCC(CO)O. Cell line: T-47D. Synergy scores: CSS=20.7, Synergy_ZIP=-0.876, Synergy_Bliss=-4.58, Synergy_Loewe=-9.57, Synergy_HSA=-2.94. (4) Drug 1: COC1=C(C=C2C(=C1)N=CN=C2NC3=CC(=C(C=C3)F)Cl)OCCCN4CCOCC4. Drug 2: CCC1(CC2CC(C3=C(CCN(C2)C1)C4=CC=CC=C4N3)(C5=C(C=C6C(=C5)C78CCN9C7C(C=CC9)(C(C(C8N6C=O)(C(=O)OC)O)OC(=O)C)CC)OC)C(=O)OC)O.OS(=O)(=O)O. Cell line: NCI/ADR-RES. Synergy scores: CSS=19.6, Synergy_ZIP=0.132, Synergy_Bliss=7.11, Synergy_Loewe=6.26, Synergy_HSA=6.33. (5) Drug 1: CCC1=C2CN3C(=CC4=C(C3=O)COC(=O)C4(CC)O)C2=NC5=C1C=C(C=C5)O. Drug 2: COCCOC1=C(C=C2C(=C1)C(=NC=N2)NC3=CC=CC(=C3)C#C)OCCOC.Cl. Cell line: SNB-19. Synergy scores: CSS=33.7, Synergy_ZIP=0.724, Synergy_Bliss=3.73, Synergy_Loewe=-29.0, Synergy_HSA=3.38. (6) Drug 1: C1=CC=C(C(=C1)C(C2=CC=C(C=C2)Cl)C(Cl)Cl)Cl. Drug 2: C(CC(=O)O)C(=O)CN.Cl. Cell line: NCI-H522. Synergy scores: CSS=2.53, Synergy_ZIP=-3.69, Synergy_Bliss=-2.09, Synergy_Loewe=-2.56, Synergy_HSA=-1.21. (7) Cell line: NCI-H322M. Drug 1: C1=C(C(=O)NC(=O)N1)N(CCCl)CCCl. Drug 2: C(CN)CNCCSP(=O)(O)O. Synergy scores: CSS=-1.55, Synergy_ZIP=0.407, Synergy_Bliss=1.71, Synergy_Loewe=-0.385, Synergy_HSA=-0.0790.